Dataset: Reaction yield outcomes from USPTO patents with 853,638 reactions. Task: Predict the reaction yield, written as a fraction of the theoretical maximum amount of product (1.0 means a 100% yield; for example, 0.34 means a 34% yield). (1) The reactants are [CH3:1][N:2]1[CH2:7][CH2:6][N:5]2[N:8]=[C:9]([NH2:11])[CH:10]=[C:4]2[CH2:3]1.Br[C:13]1[C:14](=[O:21])[N:15]([CH3:20])[N:16]=[C:17]([Cl:19])[CH:18]=1.C(=O)([O-])[O-].[Cs+].[Cs+].C1(P(C2C=CC=CC=2)C2C3OC4C(=CC=CC=4P(C4C=CC=CC=4)C4C=CC=CC=4)C(C)(C)C=3C=CC=2)C=CC=CC=1. The catalyst is O1CCOCC1.C1C=CC(/C=C/C(/C=C/C2C=CC=CC=2)=O)=CC=1.C1C=CC(/C=C/C(/C=C/C2C=CC=CC=2)=O)=CC=1.C1C=CC(/C=C/C(/C=C/C2C=CC=CC=2)=O)=CC=1.[Pd].[Pd]. The product is [Cl:19][C:17]1[CH:18]=[C:13]([NH:11][C:9]2[CH:10]=[C:4]3[CH2:3][N:2]([CH3:1])[CH2:7][CH2:6][N:5]3[N:8]=2)[C:14](=[O:21])[N:15]([CH3:20])[N:16]=1. The yield is 0.690. (2) The reactants are C([CH:6]1[CH2:11][CH2:10][CH2:9][NH:8][C:7]1=[O:12])(OCC)=O.[OH-].[K+].[Br:15][C:16]1[CH:17]=[C:18]([CH:20]=[CH:21][CH:22]=1)[NH2:19].Cl.[N:24]([O-])=O.[Na+].NC(N)=O.N(O)=O.C(=O)([O-])[O-].[Na+].[Na+]. The catalyst is O. The product is [Br:15][C:16]1[CH:17]=[C:18]([NH:19][N:24]=[C:6]2[CH2:11][CH2:10][CH2:9][NH:8][C:7]2=[O:12])[CH:20]=[CH:21][CH:22]=1. The yield is 0.320.